Dataset: Reaction yield outcomes from USPTO patents with 853,638 reactions. Task: Predict the reaction yield, written as a fraction of the theoretical maximum amount of product (1.0 means a 100% yield; for example, 0.34 means a 34% yield). (1) The reactants are [CH2:1]([NH:8][C:9]([C:11]1[S:15][C:14](Br)=[N:13][C:12]=1[CH3:17])=[O:10])[C:2]1[CH:7]=[CH:6][CH:5]=[CH:4][CH:3]=1.[CH2:18]([N:25]1[CH2:29][CH2:28][NH:27][C:26]1=[N:30][C:31]#[N:32])[C:19]1[CH:24]=[CH:23][CH:22]=[CH:21][CH:20]=1.C1(N)CCCCC1N.C(=O)([O-])[O-].[K+].[K+]. The catalyst is CN(C)C=O.[Cu]I. The product is [CH2:1]([NH:8][C:9]([C:11]1[S:15][C:14]([N:27]2[CH2:28][CH2:29][N:25]([CH2:18][C:19]3[CH:24]=[CH:23][CH:22]=[CH:21][CH:20]=3)[C:26]2=[N:30][C:31]#[N:32])=[N:13][C:12]=1[CH3:17])=[O:10])[C:2]1[CH:7]=[CH:6][CH:5]=[CH:4][CH:3]=1. The yield is 0.0800. (2) The reactants are Br[C:2]1[N:3]=[CH:4][C:5]2[N:6]([CH:8]=[CH:9][N:10]=2)[CH:7]=1.[F:11][C:12]1[CH:17]=[CH:16][C:15]([C:18]2[O:19][C:20]3[CH:30]=[C:29]([N:31]([CH3:36])[S:32]([CH3:35])(=[O:34])=[O:33])[C:28](B4OC(C)(C)C(C)(C)O4)=[CH:27][C:21]=3[C:22]=2[C:23]([NH:25][CH3:26])=[O:24])=[CH:14][CH:13]=1.[O-]P([O-])([O-])=O.[K+].[K+].[K+]. The catalyst is CN(C=O)C. The product is [F:11][C:12]1[CH:17]=[CH:16][C:15]([C:18]2[O:19][C:20]3[CH:30]=[C:29]([N:31]([CH3:36])[S:32]([CH3:35])(=[O:33])=[O:34])[C:28]([C:2]4[N:3]=[CH:4][C:5]5[N:6]([CH:8]=[CH:9][N:10]=5)[CH:7]=4)=[CH:27][C:21]=3[C:22]=2[C:23]([NH:25][CH3:26])=[O:24])=[CH:14][CH:13]=1. The yield is 0.340. (3) The reactants are ClC1C=C(C=CC=1)C(OO)=[O:6].[CH2:12]([O:19][C:20](=[O:36])[NH:21][CH2:22][CH2:23][CH2:24][CH2:25][C:26]1[CH:31]=[CH:30][C:29]([O:32][CH2:33][CH:34]=[CH2:35])=[CH:28][CH:27]=1)[C:13]1[CH:18]=[CH:17][CH:16]=[CH:15][CH:14]=1. The catalyst is C(Cl)Cl. The product is [CH2:12]([O:19][C:20](=[O:36])[NH:21][CH2:22][CH2:23][CH2:24][CH2:25][C:26]1[CH:31]=[CH:30][C:29]([O:32][CH2:33][CH:34]2[CH2:35][O:6]2)=[CH:28][CH:27]=1)[C:13]1[CH:18]=[CH:17][CH:16]=[CH:15][CH:14]=1. The yield is 0.720. (4) The reactants are [CH2:1]([O:8][C@H:9]([C@@H:12]([C@@H:21]([CH2:23][O:24][CH2:25][C:26]1[CH:31]=[CH:30][CH:29]=[CH:28][CH:27]=1)[OH:22])[O:13][CH2:14][C:15]1[CH:20]=[CH:19][CH:18]=[CH:17][CH:16]=1)[CH2:10][OH:11])[C:2]1[CH:7]=[CH:6][CH:5]=[CH:4][CH:3]=1.[Si:32](Cl)([C:45]([CH3:48])([CH3:47])[CH3:46])([C:39]1[CH:44]=[CH:43][CH:42]=[CH:41][CH:40]=1)[C:33]1[CH:38]=[CH:37][CH:36]=[CH:35][CH:34]=1. The catalyst is N1C=CC=CC=1. The product is [CH2:1]([O:8][C@H:9]([C@@H:12]([C@@H:21]([CH2:23][O:24][CH2:25][C:26]1[CH:27]=[CH:28][CH:29]=[CH:30][CH:31]=1)[OH:22])[O:13][CH2:14][C:15]1[CH:16]=[CH:17][CH:18]=[CH:19][CH:20]=1)[CH2:10][O:11][Si:32]([C:45]([CH3:48])([CH3:47])[CH3:46])([C:39]1[CH:40]=[CH:41][CH:42]=[CH:43][CH:44]=1)[C:33]1[CH:38]=[CH:37][CH:36]=[CH:35][CH:34]=1)[C:2]1[CH:7]=[CH:6][CH:5]=[CH:4][CH:3]=1. The yield is 0.980.